This data is from Catalyst prediction with 721,799 reactions and 888 catalyst types from USPTO. The task is: Predict which catalyst facilitates the given reaction. (1) Reactant: C[O:2][C:3](=[O:30])[C:4]1[CH:9]=[CH:8][CH:7]=[C:6]([CH2:10][N:11]2[C:16](=[O:17])[CH:15]=[CH:14][C:13]([O:18][CH2:19][CH2:20][CH2:21][NH:22][C:23]([O:25][C:26]([CH3:29])([CH3:28])[CH3:27])=[O:24])=[N:12]2)[CH:5]=1.O.[OH-].[Li+:33]. The catalyst class is: 20. Product: [Li+:33].[C:26]([O:25][C:23]([NH:22][CH2:21][CH2:20][CH2:19][O:18][C:13]1[CH:14]=[CH:15][C:16](=[O:17])[N:11]([CH2:10][C:6]2[CH:5]=[C:4]([CH:9]=[CH:8][CH:7]=2)[C:3]([O-:30])=[O:2])[N:12]=1)=[O:24])([CH3:29])([CH3:27])[CH3:28]. (2) Reactant: C([N:8](C(OC(C)(C)C)=O)[C:9]1[C:18]2[C:13](=[CH:14][CH:15]=[C:16]([C:19]3[S:23][C:22]([CH2:24][NH:25]C(=O)OC(C)(C)C)=[N:21][CH:20]=3)[CH:17]=2)[N:12]=[CH:11][N:10]=1)(OC(C)(C)C)=O. Product: [NH2:25][CH2:24][C:22]1[S:23][C:19]([C:16]2[CH:17]=[C:18]3[C:13](=[CH:14][CH:15]=2)[N:12]=[CH:11][N:10]=[C:9]3[NH2:8])=[CH:20][N:21]=1. The catalyst class is: 157. (3) Reactant: [CH2:1]([O:8][C:9]([CH:11]1[CH2:19][C@@H:18]2[C@H:13]([CH2:14][CH2:15][CH2:16][CH2:17]2)[NH:12]1)=[O:10])[C:2]1[CH:7]=[CH:6][CH:5]=[CH:4][CH:3]=1.CC1C=CC(S(O)(=O)=O)=CC=1.C(Cl)Cl. Product: [CH2:1]([O:8][C:9]([C@@H:11]1[CH2:19][C@@H:18]2[C@H:13]([CH2:14][CH2:15][CH2:16][CH2:17]2)[NH:12]1)=[O:10])[C:2]1[CH:3]=[CH:4][CH:5]=[CH:6][CH:7]=1. The catalyst class is: 66. (4) Reactant: [F:1][C:2]1[CH:7]=[CH:6][C:5]([N+:8]([O-])=O)=[CH:4][C:3]=1[N:11]1[C:15](=[O:16])[N:14]([CH3:17])[N:13]=[N:12]1.C(OCC)(=O)C. Product: [NH2:8][C:5]1[CH:6]=[CH:7][C:2]([F:1])=[C:3]([N:11]2[C:15](=[O:16])[N:14]([CH3:17])[N:13]=[N:12]2)[CH:4]=1. The catalyst class is: 19. (5) The catalyst class is: 408. Product: [OH:21][CH2:20][C@@H:15]([CH2:16][CH:17]([CH3:18])[CH3:19])[C:14]([OH:22])=[O:26]. Reactant: C([C@H]1COC(=O)N1[C:14](=[O:22])[C@@H:15]([CH2:20][OH:21])[CH2:16][CH:17]([CH3:19])[CH3:18])C1C=CC=CC=1.C1C[O:26]CC1.OO.O.[OH-].[Li+].[OH-].[K+].S([O-])([O-])=O.[Na+].[Na+]. (6) Reactant: [H-].[Al+3].[Li+].[H-].[H-].[H-].[NH2:7][CH:8]1[CH2:11][CH:10]([C:12](OC)=[O:13])[C:9]1([CH3:17])[CH3:16]. Product: [NH2:7][CH:8]1[CH2:11][CH:10]([CH2:12][OH:13])[C:9]1([CH3:17])[CH3:16]. The catalyst class is: 1. (7) Reactant: [CH2:1]([NH:3][C:4]1[C:9]([CH2:10][C:11]2[CH:16]=[C:15]([O:17][CH3:18])[C:14]([O:19][CH3:20])=[CH:13][C:12]=2[CH:21]([CH3:23])[CH3:22])=[CH:8][N:7]=[C:6](SC)[N:5]=1)[CH3:2].[CH2:26]1COCC1.O[O:32][S:33]([O-:35])=O.[K+]. Product: [CH2:1]([NH:3][C:4]1[C:9]([CH2:10][C:11]2[CH:16]=[C:15]([O:17][CH3:18])[C:14]([O:19][CH3:20])=[CH:13][C:12]=2[CH:21]([CH3:22])[CH3:23])=[CH:8][N:7]=[C:6]([S:33]([CH3:26])(=[O:35])=[O:32])[N:5]=1)[CH3:2]. The catalyst class is: 6. (8) Reactant: [N:1]1[CH:6]=[CH:5][CH:4]=[CH:3][C:2]=1[CH2:7][O:8][CH2:9][C:10]1[CH:11]=[C:12]([N:16]2[C:20]3[CH:21]=[CH:22][C:23]([CH:25]=O)=[CH:24][C:19]=3[N:18]=[CH:17]2)[CH:13]=[CH:14][CH:15]=1.[NH:27]1[CH2:31][CH2:30][CH2:29][CH2:28]1.C(O[BH-](OC(=O)C)OC(=O)C)(=O)C.[Na+]. Product: [N:1]1[CH:6]=[CH:5][CH:4]=[CH:3][C:2]=1[CH2:7][O:8][CH2:9][C:10]1[CH:11]=[C:12]([N:16]2[C:20]3[CH:21]=[CH:22][C:23]([CH2:25][N:27]4[CH2:31][CH2:30][CH2:29][CH2:28]4)=[CH:24][C:19]=3[N:18]=[CH:17]2)[CH:13]=[CH:14][CH:15]=1. The catalyst class is: 4. (9) Reactant: [C:1]([C:4]1[CH:5]=[C:6]([CH:11]=[C:12]([NH:14][C:15](=[O:19])[CH:16]([CH3:18])[CH3:17])[CH:13]=1)[C:7]([O:9][CH3:10])=[O:8])(=[O:3])[CH3:2].[H-].[Na+].CI.[CH3:24]C(O)=O. Product: [C:1]([C:4]1[CH:5]=[C:6]([CH:11]=[C:12]([N:14]([C:15](=[O:19])[CH:16]([CH3:17])[CH3:18])[CH3:24])[CH:13]=1)[C:7]([O:9][CH3:10])=[O:8])(=[O:3])[CH3:2]. The catalyst class is: 3. (10) Reactant: C(NC(C)C)(C)C.[Li].[C:9]([O:12][C:13]([CH3:16])([CH3:15])[CH3:14])(=[O:11])[CH3:10].[CH:17](=[O:21])[CH:18]([CH3:20])[CH3:19].O. Product: [C:13]([O:12][C:9](=[O:11])[CH2:10][CH:17]([OH:21])[CH:18]([CH3:20])[CH3:19])([CH3:16])([CH3:15])[CH3:14]. The catalyst class is: 1.